This data is from Forward reaction prediction with 1.9M reactions from USPTO patents (1976-2016). The task is: Predict the product of the given reaction. (1) Given the reactants [NH2:1][C:2]([CH3:7])([CH2:5][OH:6])[CH2:3][OH:4].C([O:11][C@@H:12]1[C@@H:17]([O:18]C(=O)C)[C@H:16]([O:22]C(=O)C)[C@@H:15]([CH2:26][O:27]C(=O)C)[O:14][C@H:13]1[O:31][C:32]1[C:36]([CH2:37][C:38]2[CH:43]=[CH:42][C:41](/[CH:44]=[CH:45]/[C:46](O)=[O:47])=[CH:40][CH:39]=2)=[C:35]([CH:49]([CH3:51])[CH3:50])[NH:34][N:33]=1)(=O)C.C(O[C@@H]1[C@@H](OC(=O)C)[C@H](OC(=O)C)[C@@H](COC(=O)C)O[C@H]1OC1C(CC2C=CC(/C=C/CC(O)=O)=CC=2)=C(C(C)C)NN=1)(=O)C, predict the reaction product. The product is: [C@@H:13]1([O:31][C:32]2[C:36]([CH2:37][C:38]3[CH:43]=[CH:42][C:41](/[CH:44]=[CH:45]/[C:46](=[O:47])[NH:1][C:2]([CH2:5][OH:6])([CH3:7])[CH2:3][OH:4])=[CH:40][CH:39]=3)=[C:35]([CH:49]([CH3:51])[CH3:50])[NH:34][N:33]=2)[O:14][C@H:15]([CH2:26][OH:27])[C@@H:16]([OH:22])[C@H:17]([OH:18])[C@H:12]1[OH:11]. (2) Given the reactants [F:1][C:2]1[CH:7]=[CH:6][C:5]([C:8]2[C:9]([N:22]3[CH2:27][CH2:26][N:25]([C:28]4[CH:33]=[CH:32][CH:31]=[CH:30][N:29]=4)[CH2:24][CH2:23]3)=[N:10][C:11]3[C:16]([N:17]=2)=[CH:15][C:14]([C:18]([O:20]C)=[O:19])=[CH:13][CH:12]=3)=[CH:4][CH:3]=1.[OH-].[Na+].Cl, predict the reaction product. The product is: [F:1][C:2]1[CH:7]=[CH:6][C:5]([C:8]2[C:9]([N:22]3[CH2:23][CH2:24][N:25]([C:28]4[CH:33]=[CH:32][CH:31]=[CH:30][N:29]=4)[CH2:26][CH2:27]3)=[N:10][C:11]3[C:16]([N:17]=2)=[CH:15][C:14]([C:18]([OH:20])=[O:19])=[CH:13][CH:12]=3)=[CH:4][CH:3]=1. (3) Given the reactants C[C:2]([CH3:5])([O-:4])C.[K+].[F:7][C:8]([F:31])([F:30])[C:9]1[CH:14]=[CH:13][C:12]([C:15]([C:20]2[CH:25]=[CH:24][C:23]([C:26]([F:29])([F:28])[F:27])=[CH:22][CH:21]=2)=[CH:16]C(=O)C)=[CH:11][CH:10]=1.[Cl-].[NH4+].[CH2:34]1[CH2:38][O:37][CH2:36][CH2:35]1, predict the reaction product. The product is: [F:7][C:8]([F:30])([F:31])[C:9]1[CH:10]=[CH:11][C:12]([C:15]([C:20]2[CH:25]=[CH:24][C:23]([C:26]([F:29])([F:28])[F:27])=[CH:22][CH:21]=2)=[CH:16]/[C:34](/[CH3:38])=[CH:35]/[C:36]([O:4][CH2:2][CH3:5])=[O:37])=[CH:13][CH:14]=1. (4) Given the reactants [N:1]1[CH:6]=[CH:5][CH:4]=[C:3]([CH:7]2[CH2:11][CH2:10][N:9]([C:12]([N:14]3[C:23]4[C:18](=[CH:19][CH:20]=[CH:21][CH:22]=4)[NH:17][CH2:16][CH2:15]3)=[O:13])[CH2:8]2)[CH:2]=1.[C:24](OC(=O)C)(=[O:26])[CH3:25].N, predict the reaction product. The product is: [C:24]([N:17]1[C:18]2[C:23](=[CH:22][CH:21]=[CH:20][CH:19]=2)[N:14]([C:12]([N:9]2[CH2:10][CH2:11][CH:7]([C:3]3[CH:2]=[N:1][CH:6]=[CH:5][CH:4]=3)[CH2:8]2)=[O:13])[CH2:15][CH2:16]1)(=[O:26])[CH3:25]. (5) Given the reactants [CH:1]([C:4]1[CH:8]=[C:7]([N:9]2[CH2:40][CH2:39][C:12]3[N:13]=[C:14]([C:19]4[CH:27]=[CH:26][CH:25]=[C:24]5[C:20]=4[C:21]([CH3:38])=[CH:22][N:23]5[S:28]([C:31]4[CH:37]=[CH:36][C:34]([CH3:35])=[CH:33][CH:32]=4)(=[O:30])=[O:29])[N:15]=[C:16]([O:17]C)[C:11]=3[CH2:10]2)[N:6]([CH3:41])[N:5]=1)([CH3:3])[CH3:2].Cl.C([O-])(O)=O.[Na+], predict the reaction product. The product is: [CH:1]([C:4]1[CH:8]=[C:7]([N:9]2[CH2:40][CH2:39][C:12]3[N:13]=[C:14]([C:19]4[CH:27]=[CH:26][CH:25]=[C:24]5[C:20]=4[C:21]([CH3:38])=[CH:22][N:23]5[S:28]([C:31]4[CH:32]=[CH:33][C:34]([CH3:35])=[CH:36][CH:37]=4)(=[O:30])=[O:29])[N:15]=[C:16]([OH:17])[C:11]=3[CH2:10]2)[N:6]([CH3:41])[N:5]=1)([CH3:3])[CH3:2]. (6) Given the reactants F[C:2]1[N:7]2[CH:8]=[C:9]([CH2:11][N:12]([CH3:23])[C@@H:13]3[C:22]4[N:21]=[CH:20][CH:19]=[CH:18][C:17]=4[CH2:16][CH2:15][CH2:14]3)[N:10]=[C:6]2[CH:5]=[CH:4][CH:3]=1.[CH3:24][N:25]([CH3:31])[C@@H:26]1[CH2:30][CH2:29][NH:28][CH2:27]1, predict the reaction product. The product is: [CH3:24][N:25]([CH3:31])[C@@H:26]1[CH2:30][CH2:29][N:28]([C:2]2[N:7]3[CH:8]=[C:9]([CH2:11][N:12]([CH3:23])[C@@H:13]4[C:22]5[N:21]=[CH:20][CH:19]=[CH:18][C:17]=5[CH2:16][CH2:15][CH2:14]4)[N:10]=[C:6]3[CH:5]=[CH:4][CH:3]=2)[CH2:27]1. (7) Given the reactants [C:1]1([NH2:9])[N:6]=[C:5]([NH2:7])[N:4]=[C:3]([NH2:8])[N:2]=1.[OH2:10].[CH3:11]O, predict the reaction product. The product is: [CH2:11]=[O:10].[N:2]1[C:3]([NH2:8])=[N:4][C:5]([NH2:7])=[N:6][C:1]=1[NH2:9]. (8) Given the reactants C([N:8](CC1C=CC=CC=1)[C@@H:9]1[CH2:13][C:12]([CH3:19])([C:14]([O:16][CH2:17][CH3:18])=[O:15])[C@H:11]([CH2:20][CH3:21])[CH2:10]1)C1C=CC=CC=1.C([N:36](CC1C=CC=CC=1)[C@H:37]1[CH2:41][C:40]([CH3:47])([C:42]([O:44][CH2:45][CH3:46])=[O:43])[C@@H:39]([CH2:48][CH3:49])[CH2:38]1)C1C=CC=CC=1, predict the reaction product. The product is: [NH2:8][C@@H:9]1[CH2:13][C:12]([CH3:19])([C:14]([O:16][CH2:17][CH3:18])=[O:15])[C@H:11]([CH2:20][CH3:21])[CH2:10]1.[NH2:36][C@H:37]1[CH2:41][C:40]([CH3:47])([C:42]([O:44][CH2:45][CH3:46])=[O:43])[C@@H:39]([CH2:48][CH3:49])[CH2:38]1. (9) Given the reactants [NH2:1][C:2]1[CH:3]=[C:4]([CH:9]=[CH:10][C:11]=1[CH2:12][N:13]([C:19]([O:21][C:22]([CH3:25])([CH3:24])[CH3:23])=[O:20])[CH2:14][C:15](OC)=[O:16])[C:5]([O:7][CH3:8])=[O:6], predict the reaction product. The product is: [O:16]=[C:15]1[NH:1][C:2]2[CH:3]=[C:4]([C:5]([O:7][CH3:8])=[O:6])[CH:9]=[CH:10][C:11]=2[CH2:12][N:13]([C:19]([O:21][C:22]([CH3:25])([CH3:24])[CH3:23])=[O:20])[CH2:14]1. (10) The product is: [Cl:1][C:2]1[CH:7]=[C:6]([F:8])[CH:5]=[CH:4][C:3]=1[S:9]([NH:12][C@@H:13]([C:25]([O:27][CH3:29])=[O:26])[CH2:14][CH2:15][CH2:16][NH:17][C:18]([O:20][C:21]([CH3:22])([CH3:23])[CH3:24])=[O:19])(=[O:10])=[O:11]. Given the reactants [Cl:1][C:2]1[CH:7]=[C:6]([F:8])[CH:5]=[CH:4][C:3]=1[S:9]([NH:12][C@@H:13]([C:25]([OH:27])=[O:26])[CH2:14][CH2:15][CH2:16][NH:17][C:18]([O:20][C:21]([CH3:24])([CH3:23])[CH3:22])=[O:19])(=[O:11])=[O:10].[Si](C=[N+]=[N-])(C)(C)[CH3:29], predict the reaction product.